From a dataset of Peptide-MHC class II binding affinity with 134,281 pairs from IEDB. Regression. Given a peptide amino acid sequence and an MHC pseudo amino acid sequence, predict their binding affinity value. This is MHC class II binding data. (1) The peptide sequence is SDAKTLVLNIKYTRP. The MHC is HLA-DQA10201-DQB10202 with pseudo-sequence HLA-DQA10201-DQB10202. The binding affinity (normalized) is 0.0614. (2) The peptide sequence is PLHLRYYRITYGETG. The MHC is DRB1_0901 with pseudo-sequence DRB1_0901. The binding affinity (normalized) is 0.527. (3) The peptide sequence is TVDSIGMLPRFT. The MHC is DRB1_0301 with pseudo-sequence DRB1_0301. The binding affinity (normalized) is 0.176. (4) The peptide sequence is GLFNPMILAAGLIACDPNR. The MHC is DRB5_0101 with pseudo-sequence DRB5_0101. The binding affinity (normalized) is 0.300. (5) The peptide sequence is DKRLAAYLMLMRSPS. The MHC is DRB1_1201 with pseudo-sequence DRB1_1201. The binding affinity (normalized) is 0.234. (6) The peptide sequence is LHDIGNPKAIKCVPQ. The MHC is DRB1_0101 with pseudo-sequence DRB1_0101. The binding affinity (normalized) is 0.527. (7) The peptide sequence is GEVQIVDKIDAAFKI. The MHC is DRB1_0802 with pseudo-sequence DRB1_0802. The binding affinity (normalized) is 0.469. (8) The peptide sequence is FKPFAEYKSDYVYEP. The MHC is HLA-DPA10103-DPB10401 with pseudo-sequence HLA-DPA10103-DPB10401. The binding affinity (normalized) is 0.238. (9) The peptide sequence is AYSDDKSMKVTVAFN. The binding affinity (normalized) is 0.162. The MHC is HLA-DQA10401-DQB10402 with pseudo-sequence HLA-DQA10401-DQB10402.